This data is from Catalyst prediction with 721,799 reactions and 888 catalyst types from USPTO. The task is: Predict which catalyst facilitates the given reaction. (1) Reactant: [F:1][C:2]([F:8])([F:7])[S:3]([OH:6])(=[O:5])=[O:4].[NH2:9][CH2:10][CH2:11][CH2:12][C:13]([OH:15])=O.[C:16]1([O:22][CH3:23])[CH:21]=[CH:20][CH:19]=[CH:18][CH:17]=1. Product: [F:1][C:2]([F:8])([F:7])[S:3]([OH:6])(=[O:5])=[O:4].[NH2:9][CH2:10][CH2:11][CH2:12][C:13]([C:19]1[CH:20]=[CH:21][C:16]([O:22][CH3:23])=[CH:17][CH:18]=1)=[O:15]. The catalyst class is: 6. (2) Reactant: [CH3:1][C:2](C)([O-])C.[K+].[Br:7][C:8]1[CH:16]=[C:15]2[C:11]([CH2:12][CH2:13][C:14]2=[O:17])=[CH:10][CH:9]=1.[C:18]([O:22]C)(=O)[CH:19]=[CH2:20].[OH-].[K+]. Product: [Br:7][C:8]1[CH:16]=[C:15]2[C:11]([CH2:12][C:13]3([CH2:20][CH2:19][C:18](=[O:22])[CH2:2][CH2:1]3)[C:14]2=[O:17])=[CH:10][CH:9]=1. The catalyst class is: 20. (3) Reactant: [CH:1]1([CH2:7][CH2:8][N:9]2[C:14](=[O:15])[CH:13]=[C:12]([CH3:16])[N:11]=[C:10]2[C:17]2[CH:22]=[CH:21][CH:20]=[C:19]([F:23])[C:18]=2[O:24][CH2:25][C:26]2[CH:31]=[CH:30][CH:29]=[CH:28][CH:27]=2)[CH2:6][CH2:5][CH2:4][CH2:3][CH2:2]1.[Br:32]Br.C(OCC)(=O)C. Product: [Br:32][C:13]1[C:14](=[O:15])[N:9]([CH2:8][CH2:7][CH:1]2[CH2:6][CH2:5][CH2:4][CH2:3][CH2:2]2)[C:10]([C:17]2[CH:22]=[CH:21][CH:20]=[C:19]([F:23])[C:18]=2[O:24][CH2:25][C:26]2[CH:31]=[CH:30][CH:29]=[CH:28][CH:27]=2)=[N:11][C:12]=1[CH3:16]. The catalyst class is: 15. (4) Reactant: [OH:1][CH2:2][CH2:3][O:4][CH2:5][CH2:6][OH:7].[C:8](Cl)([C:21]1[CH:26]=[CH:25][CH:24]=[CH:23][CH:22]=1)([C:15]1[CH:20]=[CH:19][CH:18]=[CH:17][CH:16]=1)[C:9]1[CH:14]=[CH:13][CH:12]=[CH:11][CH:10]=1. Product: [C:8]([O:1][CH2:2][CH2:3][O:4][CH2:5][CH2:6][OH:7])([C:9]1[CH:14]=[CH:13][CH:12]=[CH:11][CH:10]=1)([C:21]1[CH:22]=[CH:23][CH:24]=[CH:25][CH:26]=1)[C:15]1[CH:16]=[CH:17][CH:18]=[CH:19][CH:20]=1. The catalyst class is: 2. (5) Reactant: C(O)(C(F)(F)F)=O.[OH:8][CH2:9][CH2:10][CH2:11][NH:12][C:13]1[N:14]=[C:15]([O:46][CH3:47])[C:16]2[C:21]([C:22]3[CH:27]=[CH:26][CH:25]=[CH:24][CH:23]=3)=[C:20]([C:28]3[CH:33]=[CH:32][C:31]([C:34]4([NH:38]C(=O)OC(C)(C)C)[CH2:37][CH2:36][CH2:35]4)=[CH:30][CH:29]=3)[O:19][C:17]=2[N:18]=1. Product: [NH2:38][C:34]1([C:31]2[CH:32]=[CH:33][C:28]([C:20]3[O:19][C:17]4[N:18]=[C:13]([NH:12][CH2:11][CH2:10][CH2:9][OH:8])[N:14]=[C:15]([O:46][CH3:47])[C:16]=4[C:21]=3[C:22]3[CH:23]=[CH:24][CH:25]=[CH:26][CH:27]=3)=[CH:29][CH:30]=2)[CH2:35][CH2:36][CH2:37]1. The catalyst class is: 2.